From a dataset of Reaction yield outcomes from USPTO patents with 853,638 reactions. Predict the reaction yield, written as a fraction of the theoretical maximum amount of product (1.0 means a 100% yield; for example, 0.34 means a 34% yield). The reactants are [NH:1]([C:3]1[CH:12]=[CH:11][CH:10]=[C:9]2[C:4]=1[CH:5]=[CH:6][CH:7]=[N:8]2)[NH2:2].[F:13][C:14]1[CH:15]=[C:16]([C:20]2([C:26](Cl)=[O:27])[CH2:25][CH2:24][CH2:23][CH2:22][CH2:21]2)[CH:17]=[CH:18][CH:19]=1. No catalyst specified. The product is [F:13][C:14]1[CH:15]=[C:16]([C:20]2([C:26]([NH:2][NH:1][C:3]3[CH:12]=[CH:11][CH:10]=[C:9]4[C:4]=3[CH:5]=[CH:6][CH:7]=[N:8]4)=[O:27])[CH2:25][CH2:24][CH2:23][CH2:22][CH2:21]2)[CH:17]=[CH:18][CH:19]=1. The yield is 0.400.